From a dataset of Full USPTO retrosynthesis dataset with 1.9M reactions from patents (1976-2016). Predict the reactants needed to synthesize the given product. (1) The reactants are: [Cl:1][C:2]1[CH:7]=[CH:6][C:5]([N:8]=[C:9]=[O:10])=[CH:4][C:3]=1[C:11]([F:14])([F:13])[F:12].O1CCCC1.[CH3:20][C:21]1[CH:27]=[CH:26][C:24]([NH2:25])=[CH:23][C:22]=1[N+:28]([O-:30])=[O:29]. Given the product [Cl:1][C:2]1[CH:7]=[CH:6][C:5]([NH:8][C:9]([NH:25][C:24]2[CH:26]=[CH:27][C:21]([CH3:20])=[C:22]([N+:28]([O-:30])=[O:29])[CH:23]=2)=[O:10])=[CH:4][C:3]=1[C:11]([F:12])([F:13])[F:14], predict the reactants needed to synthesize it. (2) Given the product [F:28][C:29]([F:34])([F:33])[C:30]([OH:32])=[O:31].[NH2:8][CH2:9][C:10]([NH:12][C@H:13]([C:23]([O:25][CH2:26][CH3:27])=[O:24])[CH2:14][C:15]1[CH:20]=[CH:19][CH:18]=[C:17]([O:21][CH3:22])[CH:16]=1)=[O:11], predict the reactants needed to synthesize it. The reactants are: C(OC([NH:8][CH2:9][C:10]([NH:12][C@H:13]([C:23]([O:25][CH2:26][CH3:27])=[O:24])[CH2:14][C:15]1[CH:20]=[CH:19][CH:18]=[C:17]([O:21][CH3:22])[CH:16]=1)=[O:11])=O)(C)(C)C.[F:28][C:29]([F:34])([F:33])[C:30]([OH:32])=[O:31]. (3) Given the product [CH2:1]([N:8]([C:20]1[C:25]([Cl:26])=[CH:24][C:23]([C:27]([F:30])([F:28])[F:29])=[CH:22][N:21]=1)[S:9]([C:12]1[CH:13]=[CH:14][C:15]([C:18]2[N:31]=[N:32][NH:33][N:19]=2)=[CH:16][CH:17]=1)(=[O:10])=[O:11])[C:2]1[CH:7]=[CH:6][CH:5]=[CH:4][CH:3]=1, predict the reactants needed to synthesize it. The reactants are: [CH2:1]([N:8]([C:20]1[C:25]([Cl:26])=[CH:24][C:23]([C:27]([F:30])([F:29])[F:28])=[CH:22][N:21]=1)[S:9]([C:12]1[CH:17]=[CH:16][C:15]([C:18]#[N:19])=[CH:14][CH:13]=1)(=[O:11])=[O:10])[C:2]1[CH:7]=[CH:6][CH:5]=[CH:4][CH:3]=1.[N-:31]=[N+:32]=[N-:33].[Na+].[NH4+].[Cl-]. (4) Given the product [Br:1][C:2]1[CH:7]=[C:6]([CH3:8])[C:5]([S:14]([CH3:18])(=[O:16])=[O:13])=[C:4]([CH3:11])[CH:3]=1, predict the reactants needed to synthesize it. The reactants are: [Br:1][C:2]1[CH:3]=[C:4]([CH3:11])[C:5](SC)=[C:6]([CH3:8])[CH:7]=1.O[O:13][S:14]([O-:16])=O.[K+].[CH3:18]O. (5) Given the product [CH:24]1([C:27]2[C:28]([N:34]3[CH2:39][CH2:38][N:37]([C:7]([C:6]4[CH:12]=[CH:13][C:14]([N:16]5[C@H:20]([CH3:21])[CH2:19][CH2:18][S:17]5(=[O:22])=[O:23])=[CH:15][C:5]=4[S:2]([CH3:1])(=[O:3])=[O:4])=[O:8])[CH2:36][CH2:35]3)=[N:29][CH:30]=[C:31]([CH3:33])[CH:32]=2)[CH2:25][CH2:26]1, predict the reactants needed to synthesize it. The reactants are: [CH3:1][S:2]([C:5]1[CH:15]=[C:14]([N:16]2[C@H:20]([CH3:21])[CH2:19][CH2:18][S:17]2(=[O:23])=[O:22])[CH:13]=[CH:12][C:6]=1[C:7](OCC)=[O:8])(=[O:4])=[O:3].[CH:24]1([C:27]2[C:28]([N:34]3[CH2:39][CH2:38][NH:37][CH2:36][CH2:35]3)=[N:29][CH:30]=[C:31]([CH3:33])[CH:32]=2)[CH2:26][CH2:25]1. (6) Given the product [CH3:1][O:2][C:3]1[CH:4]=[C:5]2[C:10](=[CH:11][C:12]=1[O:13][CH3:14])[N:9]=[CH:8][N:7]=[C:6]2[O:15][C:16]1[CH:17]=[CH:18][C:19]([O:20][CH2:21][C:22]([N:58]2[CH2:59][CH2:60][CH:55]([C:49]3[CH:54]=[CH:53][CH:52]=[CH:51][CH:50]=3)[CH2:56][CH2:57]2)=[O:23])=[CH:25][CH:26]=1, predict the reactants needed to synthesize it. The reactants are: [CH3:1][O:2][C:3]1[CH:4]=[C:5]2[C:10](=[CH:11][C:12]=1[O:13][CH3:14])[N:9]=[CH:8][N:7]=[C:6]2[O:15][C:16]1[CH:26]=[CH:25][C:19]([O:20][CH2:21][C:22](O)=[O:23])=[CH:18][CH:17]=1.CCN=C=NCCCN(C)C.Cl.C1C=CC2N(O)N=NC=2C=1.[C:49]1([CH:55]2[CH2:60][CH2:59][NH:58][CH2:57][CH2:56]2)[CH:54]=[CH:53][CH:52]=[CH:51][CH:50]=1.C(=O)([O-])O.[Na+].